This data is from Forward reaction prediction with 1.9M reactions from USPTO patents (1976-2016). The task is: Predict the product of the given reaction. Given the reactants [CH3:1][N:2]1[CH:6]=[C:5]([C:7]2[N:12]=[C:11]([C:13]3[CH:14]=[N:15][NH:16][CH:17]=3)[N:10]3[CH:18]=[CH:19][N:20]=[C:9]3[CH:8]=2)[CH:4]=[N:3]1.[CH2:21]1[C:24]2([CH2:29][CH2:28][O:27][CH2:26][CH2:25]2)[CH2:23][C:22]1=[CH:30][C:31]#[N:32], predict the reaction product. The product is: [CH3:1][N:2]1[CH:6]=[C:5]([C:7]2[N:12]=[C:11]([C:13]3[CH:14]=[N:15][N:16]([C:22]4([CH2:30][C:31]#[N:32])[CH2:23][C:24]5([CH2:25][CH2:26][O:27][CH2:28][CH2:29]5)[CH2:21]4)[CH:17]=3)[N:10]3[CH:18]=[CH:19][N:20]=[C:9]3[CH:8]=2)[CH:4]=[N:3]1.